This data is from NCI-60 drug combinations with 297,098 pairs across 59 cell lines. The task is: Regression. Given two drug SMILES strings and cell line genomic features, predict the synergy score measuring deviation from expected non-interaction effect. Drug 1: CC1=C(N=C(N=C1N)C(CC(=O)N)NCC(C(=O)N)N)C(=O)NC(C(C2=CN=CN2)OC3C(C(C(C(O3)CO)O)O)OC4C(C(C(C(O4)CO)O)OC(=O)N)O)C(=O)NC(C)C(C(C)C(=O)NC(C(C)O)C(=O)NCCC5=NC(=CS5)C6=NC(=CS6)C(=O)NCCC[S+](C)C)O. Drug 2: CC1CCCC2(C(O2)CC(NC(=O)CC(C(C(=O)C(C1O)C)(C)C)O)C(=CC3=CSC(=N3)C)C)C. Cell line: BT-549. Synergy scores: CSS=50.2, Synergy_ZIP=-3.58, Synergy_Bliss=-7.57, Synergy_Loewe=-13.1, Synergy_HSA=-3.60.